Task: Regression. Given two drug SMILES strings and cell line genomic features, predict the synergy score measuring deviation from expected non-interaction effect.. Dataset: NCI-60 drug combinations with 297,098 pairs across 59 cell lines Drug 1: CCCCC(=O)OCC(=O)C1(CC(C2=C(C1)C(=C3C(=C2O)C(=O)C4=C(C3=O)C=CC=C4OC)O)OC5CC(C(C(O5)C)O)NC(=O)C(F)(F)F)O. Drug 2: C1=CC=C(C=C1)NC(=O)CCCCCCC(=O)NO. Cell line: TK-10. Synergy scores: CSS=48.2, Synergy_ZIP=3.07, Synergy_Bliss=6.80, Synergy_Loewe=1.52, Synergy_HSA=8.98.